Task: Predict the reactants needed to synthesize the given product.. Dataset: Retrosynthesis with 50K atom-mapped reactions and 10 reaction types from USPTO Given the product Cc1cc(-c2cncc(F)c2)cc(C(=O)Nc2ccc(F)cc2)n1, predict the reactants needed to synthesize it. The reactants are: CCOC(=O)c1cc(-c2cncc(F)c2)cc(C)n1.Nc1ccc(F)cc1.